From a dataset of Catalyst prediction with 721,799 reactions and 888 catalyst types from USPTO. Predict which catalyst facilitates the given reaction. Reactant: [CH3:1][Mg+].[Br-].[CH3:4][O:5][C:6](=[O:29])[C:7]1[CH:12]=[C:11]([C:13](=[O:15])[CH3:14])[C:10]([NH:16][CH:17]=[O:18])=[C:9]([F:19])[C:8]=1[NH:20][C:21]1[CH:26]=[CH:25][C:24]([Br:27])=[CH:23][C:22]=1[F:28]. Product: [CH3:4][O:5][C:6](=[O:29])[C:7]1[CH:12]=[C:11]([C:13]([OH:15])([CH3:1])[CH3:14])[C:10]([NH:16][CH:17]=[O:18])=[C:9]([F:19])[C:8]=1[NH:20][C:21]1[CH:26]=[CH:25][C:24]([Br:27])=[CH:23][C:22]=1[F:28]. The catalyst class is: 332.